Task: Predict the reactants needed to synthesize the given product.. Dataset: Full USPTO retrosynthesis dataset with 1.9M reactions from patents (1976-2016) (1) Given the product [NH:9]1[C:10]2[C:6](=[CH:5][C:4]([NH2:1])=[CH:12][CH:11]=2)[CH:7]=[N:8]1, predict the reactants needed to synthesize it. The reactants are: [N+:1]([C:4]1[CH:5]=[C:6]2[C:10](=[CH:11][CH:12]=1)[NH:9][N:8]=[CH:7]2)([O-])=O. (2) Given the product [CH:1]([N:4]1[C:8]([C:9]2[N:18]=[C:17]3[C:16]4[CH:19]=[CH:20][C:21]([C:23]5[NH:24][C:25]([CH2:34][C:35]([CH3:38])([OH:37])[CH3:36])=[N:26][CH:27]=5)=[CH:22][C:15]=4[O:14][CH2:13][CH2:12][N:11]3[CH:10]=2)=[N:7][CH:6]=[N:5]1)([CH3:3])[CH3:2], predict the reactants needed to synthesize it. The reactants are: [CH:1]([N:4]1[C:8]([C:9]2[N:18]=[C:17]3[N:11]([CH2:12][CH2:13][O:14][C:15]4[CH:22]=[C:21]([C:23]5[N:24]=[C:25]([CH2:34][C:35]([CH3:38])([OH:37])[CH3:36])[N:26](C6CCCCO6)[CH:27]=5)[CH:20]=[CH:19][C:16]=43)[CH:10]=2)=[N:7][CH:6]=[N:5]1)([CH3:3])[CH3:2].Cl.CO. (3) The reactants are: [Cl:1][C:2]1[CH:7]=[CH:6][C:5]([C:8]2[O:12][C:11]([C:13]([F:16])([F:15])[F:14])=[C:10]([C:17](Cl)=[O:18])[CH:9]=2)=[CH:4][CH:3]=1.[F:20][C:21]([F:34])([F:33])[C:22]1[CH:23]=[C:24]([NH2:32])[CH:25]=[C:26]([C:28]([F:31])([F:30])[F:29])[CH:27]=1.C(N(CC)C(C)C)(C)C.Cl.C([O-])(O)=O.[Na+]. Given the product [Cl:1][C:2]1[CH:7]=[CH:6][C:5]([C:8]2[O:12][C:11]([C:13]([F:16])([F:15])[F:14])=[C:10]([C:17]([NH:32][C:24]3[CH:25]=[C:26]([C:28]([F:29])([F:30])[F:31])[CH:27]=[C:22]([C:21]([F:20])([F:33])[F:34])[CH:23]=3)=[O:18])[CH:9]=2)=[CH:4][CH:3]=1, predict the reactants needed to synthesize it. (4) The reactants are: Cl[C:2]1[N:10]=[C:9]2[C:5]([N:6]([CH2:17][CH3:18])[C:7](=[O:16])[N:8]2[CH:11]2[CH2:15][CH2:14][CH2:13][CH2:12]2)=[CH:4][N:3]=1.[CH3:19][O:20][C:21]1[CH:27]=[C:26]([N:28]2[CH2:33][CH2:32][N:31]([CH3:34])[CH2:30][CH2:29]2)[CH:25]=[CH:24][C:22]=1[NH2:23].C1(C)C=CC(S(O)(=O)=O)=CC=1. Given the product [CH:11]1([N:8]2[C:7](=[O:16])[N:6]([CH2:17][CH3:18])[C:5]3[C:9]2=[N:10][C:2]([NH:23][C:22]2[CH:24]=[CH:25][C:26]([N:28]4[CH2:33][CH2:32][N:31]([CH3:34])[CH2:30][CH2:29]4)=[CH:27][C:21]=2[O:20][CH3:19])=[N:3][CH:4]=3)[CH2:15][CH2:14][CH2:13][CH2:12]1, predict the reactants needed to synthesize it. (5) Given the product [ClH:29].[CH3:1][S:2]([C:5]1[CH:6]=[CH:7][C:8]([C:11]2[CH2:16][CH2:15][NH:14][CH2:13][CH:12]=2)=[CH:9][CH:10]=1)(=[O:4])=[O:3], predict the reactants needed to synthesize it. The reactants are: [CH3:1][S:2]([C:5]1[CH:10]=[CH:9][C:8]([C:11]2[CH2:16][CH2:15][N:14](C(OC(C)(C)C)=O)[CH2:13][CH:12]=2)=[CH:7][CH:6]=1)(=[O:4])=[O:3].C(OCC)C.[ClH:29]. (6) Given the product [Br:5][C:6]1[CH:7]=[CH:8][C:9]([F:13])=[C:10]([S:12][CH:19]2[CH2:24][CH2:23][CH:22]([C:25]([O:27][CH3:28])=[O:26])[CH2:21][CH2:20]2)[CH:11]=1, predict the reactants needed to synthesize it. The reactants are: CS(C)=O.[Br:5][C:6]1[CH:7]=[CH:8][C:9]([F:13])=[C:10]([SH:12])[CH:11]=1.CS(O[CH:19]1[CH2:24][CH2:23][CH:22]([C:25]([O:27][CH3:28])=[O:26])[CH2:21][CH2:20]1)(=O)=O.C(=O)([O-])[O-].[Cs+].[Cs+]. (7) Given the product [Cl:1][C:2]1[CH:3]=[C:4]([C:9]2[N:14]=[C:13]([CH2:15][CH:16]3[CH2:18][CH2:17]3)[N:12]=[C:11]([Cl:24])[C:10]=2[C:20]#[N:21])[CH:5]=[CH:6][C:7]=1[Cl:8], predict the reactants needed to synthesize it. The reactants are: [Cl:1][C:2]1[CH:3]=[C:4]([C:9]2[N:14]=[C:13]([CH2:15][CH:16]3[CH2:18][CH2:17]3)[N:12]=[C:11](O)[C:10]=2[C:20]#[N:21])[CH:5]=[CH:6][C:7]=1[Cl:8].O=P(Cl)(Cl)[Cl:24]. (8) Given the product [Cl:1][C:2]1[CH:6]=[CH:5][S:4][C:3]=1[S:8]([Cl:7])(=[O:10])=[O:9], predict the reactants needed to synthesize it. The reactants are: [Cl:1][C:2]1[CH:6]=[CH:5][S:4][CH:3]=1.[Cl:7][S:8](O)(=[O:10])=[O:9].